From a dataset of Catalyst prediction with 721,799 reactions and 888 catalyst types from USPTO. Predict which catalyst facilitates the given reaction. (1) Reactant: [CH3:1][O:2][C:3]1[CH:4]=[C:5]([C:11]([CH3:23])([CH3:22])[CH2:12][CH2:13][CH2:14][CH2:15][C:16]#[C:17][Si](C)(C)C)[CH:6]=[C:7]([O:9][CH3:10])[CH:8]=1.C(=O)([O-])[O-].[K+].[K+]. Product: [CH3:10][O:9][C:7]1[CH:6]=[C:5]([C:11]([CH3:23])([CH3:22])[CH2:12][CH2:13][CH2:14][CH2:15][C:16]#[CH:17])[CH:4]=[C:3]([O:2][CH3:1])[CH:8]=1. The catalyst class is: 24. (2) Reactant: [Cl:1][C:2]1[CH:3]=[C:4]([C:8]#[C:9][C:10]2[NH:11][O:12][CH:13]3[NH:17][CH2:16][CH2:15][C:14]=23)[CH:5]=[CH:6][CH:7]=1.C(N(CC)CC)C.[CH:25]1([C:30](Cl)=[O:31])[CH2:29][CH2:28][CH2:27][CH2:26]1.O. Product: [Cl:1][C:2]1[CH:3]=[C:4]([C:8]#[C:9][C:10]2[CH:14]3[CH2:15][CH2:16][N:17]([C:30]([CH:25]4[CH2:29][CH2:28][CH2:27][CH2:26]4)=[O:31])[CH:13]3[O:12][N:11]=2)[CH:5]=[CH:6][CH:7]=1. The catalyst class is: 2. (3) Reactant: [CH2:1]([OH:11])[C:2]1[CH:10]=[CH:9][C:8]2[O:7][CH2:6][O:5][C:4]=2[CH:3]=1.[H-].[Na+].[CH2:14]([O:16][CH2:17]Cl)[CH3:15].C(OCC)(=O)C. Product: [CH2:14]([O:16][CH2:17][O:11][CH2:1][C:2]1[CH:10]=[CH:9][C:8]2[O:7][CH2:6][O:5][C:4]=2[CH:3]=1)[CH3:15]. The catalyst class is: 9.